Predict the reaction yield, written as a fraction of the theoretical maximum amount of product (1.0 means a 100% yield; for example, 0.34 means a 34% yield). From a dataset of Reaction yield outcomes from USPTO patents with 853,638 reactions. (1) The reactants are Cl.[F:2][C:3]1[CH:12]=[CH:11][C:10]2[NH:9][C:8](=[O:13])[C:7]3=[C:14]([CH3:17])[NH:15][N:16]=[C:6]3[C:5]=2[CH:4]=1.[O:18]1[CH:23]=[CH:22][CH2:21][CH2:20][CH2:19]1.C1(C)C=CC(S(O)(=O)=O)=CC=1. No catalyst specified. The product is [F:2][C:3]1[CH:12]=[CH:11][C:10]2[NH:9][C:8](=[O:13])[C:7]3=[C:14]([CH3:17])[N:15]([CH:19]4[CH2:20][CH2:21][CH2:22][CH2:23][O:18]4)[N:16]=[C:6]3[C:5]=2[CH:4]=1. The yield is 1.00. (2) The catalyst is CN(C=O)C. The product is [Cl:1][C:2]1[CH:10]=[CH:9][CH:8]=[C:7]2[C:3]=1[C:4]([C:11](=[O:16])[C:12]([F:14])([F:15])[F:13])=[CH:5][N:6]2[CH:18]1[CH2:19][N:20]([C:22]([O:24][C:25]([CH3:28])([CH3:27])[CH3:26])=[O:23])[CH2:21]1. The reactants are [Cl:1][C:2]1[CH:10]=[CH:9][CH:8]=[C:7]2[C:3]=1[C:4]([C:11](=[O:16])[C:12]([F:15])([F:14])[F:13])=[CH:5][NH:6]2.I[CH:18]1[CH2:21][N:20]([C:22]([O:24][C:25]([CH3:28])([CH3:27])[CH3:26])=[O:23])[CH2:19]1.C(=O)([O-])[O-].[K+].[K+]. The yield is 0.800. (3) The reactants are [C:1]1([C@H:7]2[C@H:11]([NH:12]C(=O)C(F)(F)F)[CH2:10][N:9]([C:19]([O:21][C:22]([CH3:25])([CH3:24])[CH3:23])=[O:20])[CH2:8]2)[CH:6]=[CH:5][CH:4]=[CH:3][CH:2]=1.[OH-].[Na+]. The catalyst is CO. The product is [NH2:12][C@H:11]1[C@H:7]([C:1]2[CH:6]=[CH:5][CH:4]=[CH:3][CH:2]=2)[CH2:8][N:9]([C:19]([O:21][C:22]([CH3:25])([CH3:24])[CH3:23])=[O:20])[CH2:10]1. The yield is 0.990. (4) The reactants are [F:1][CH:2]([F:28])[O:3][C:4]1[CH:5]=[C:6]([C:10]2[N:15]=[C:14]([CH2:16][C:17]3[CH:18]=[N:19][C:20]([C:23]#[N:24])=[N:21][CH:22]=3)[CH:13]=[N:12][C:11]=2[O:25][CH2:26][CH3:27])[CH:7]=[CH:8][CH:9]=1.[OH-:29].[Na+].OO. The catalyst is CO. The product is [F:28][CH:2]([F:1])[O:3][C:4]1[CH:5]=[C:6]([C:10]2[N:15]=[C:14]([CH2:16][C:17]3[CH:18]=[N:19][C:20]([C:23]([NH2:24])=[O:29])=[N:21][CH:22]=3)[CH:13]=[N:12][C:11]=2[O:25][CH2:26][CH3:27])[CH:7]=[CH:8][CH:9]=1. The yield is 0.670. (5) The reactants are [CH2:1]([N:5]([CH2:25][CH2:26][CH2:27][CH3:28])[C:6]1[CH:11]=[CH:10][C:9]([CH:12]=[CH:13][CH:14]=[CH:15][C:16]2[S:20][C:19]([CH:21]=O)=[CH:18][CH:17]=2)=[C:8]([O:23][CH3:24])[CH:7]=1)[CH2:2][CH2:3][CH3:4].[C:29]([C:31]1[C:32](=[C:42]([C:45]#[N:46])[C:43]#[N:44])[O:33][C:34]([CH3:41])([C:37]([F:40])([F:39])[F:38])[C:35]=1[CH3:36])#[N:30]. The catalyst is C(O)C. The product is [CH2:25]([N:5]([CH2:1][CH2:2][CH2:3][CH3:4])[C:6]1[CH:11]=[CH:10][C:9]([CH:12]=[CH:13][CH:14]=[CH:15][C:16]2[S:20][C:19]([CH:21]=[CH:36][C:35]3[C:34]([CH3:41])([C:37]([F:40])([F:38])[F:39])[O:33][C:32](=[C:42]([C:43]#[N:44])[C:45]#[N:46])[C:31]=3[C:29]#[N:30])=[CH:18][CH:17]=2)=[C:8]([O:23][CH3:24])[CH:7]=1)[CH2:26][CH2:27][CH3:28]. The yield is 0.762. (6) The reactants are C[O:2][C:3]([C:5]1[CH:6]=[CH:7][C:8]2[O:12][C:11]([C:13]3[CH:18]=[CH:17][C:16]([O:19]C)=[CH:15][CH:14]=3)=[CH:10][C:9]=2[CH:21]=1)=[O:4].Cl.N1C=CC=CC=1. The catalyst is O. The product is [OH:19][C:16]1[CH:17]=[CH:18][C:13]([C:11]2[O:12][C:8]3[CH:7]=[CH:6][C:5]([C:3]([OH:4])=[O:2])=[CH:21][C:9]=3[CH:10]=2)=[CH:14][CH:15]=1. The yield is 0.580. (7) The reactants are [CH3:1][N:2]([CH3:45])[C:3]([NH:5][C:6]1[CH:11]=[CH:10][C:9]([C:12]2[C:16]([C:17]3[CH:22]=[CH:21][N:20]=[C:19]4[NH:23][C:24]([C:26]5[CH:31]=[CH:30][CH:29]=[C:28]([CH2:32][OH:33])[CH:27]=5)=[CH:25][C:18]=34)=[CH:15][N:14]([CH2:34][CH2:35][N:36]([CH3:44])[C:37](=[O:43])[O:38][C:39]([CH3:42])([CH3:41])[CH3:40])[N:13]=2)=[CH:8][CH:7]=1)=[O:4]. The catalyst is C(Cl)(Cl)Cl.O=[Mn]=O. The product is [CH3:45][N:2]([CH3:1])[C:3]([NH:5][C:6]1[CH:11]=[CH:10][C:9]([C:12]2[C:16]([C:17]3[CH:22]=[CH:21][N:20]=[C:19]4[NH:23][C:24]([C:26]5[CH:31]=[CH:30][CH:29]=[C:28]([CH:32]=[O:33])[CH:27]=5)=[CH:25][C:18]=34)=[CH:15][N:14]([CH2:34][CH2:35][N:36]([CH3:44])[C:37](=[O:43])[O:38][C:39]([CH3:40])([CH3:41])[CH3:42])[N:13]=2)=[CH:8][CH:7]=1)=[O:4]. The yield is 0.770. (8) The reactants are [NH2:1][C@H:2]([CH2:22][C:23]1[CH:28]=[CH:27][C:26]([Cl:29])=[C:25]([Cl:30])[CH:24]=1)[C:3]([N:5]1[CH2:10][CH2:9][C:8]([CH:16]2[CH2:21][CH2:20][CH2:19][CH2:18][CH2:17]2)([C:11]([O:13][CH2:14][CH3:15])=[O:12])[CH2:7][CH2:6]1)=[O:4].ClC(OC1C=CC([N+]([O-])=O)=CC=1)=O.FC(F)(F)[C:46]([OH:48])=O.FC(F)(F)C(O)=O.[NH:58]1[CH:62]=[C:61]([CH2:63][CH2:64][CH2:65][NH2:66])[N:60]=[CH:59]1.C(NC(C)C)(C)C.[OH-].[Na+]. The catalyst is ClCCl.CN(C)C=O.O. The product is [CH:16]1([C:8]2([C:11]([O:13][CH2:14][CH3:15])=[O:12])[CH2:7][CH2:6][N:5]([C:3](=[O:4])[C@H:2]([NH:1][C:46]([NH:66][CH2:65][CH2:64][CH2:63][C:61]3[N:60]=[CH:59][NH:58][CH:62]=3)=[O:48])[CH2:22][C:23]3[CH:28]=[CH:27][C:26]([Cl:29])=[C:25]([Cl:30])[CH:24]=3)[CH2:10][CH2:9]2)[CH2:21][CH2:20][CH2:19][CH2:18][CH2:17]1. The yield is 0.440. (9) The reactants are [CH2:1]([S:4]([NH:7][C@@H:8]([C:13]([NH:15][C@H:16]([C:20]([NH:22][CH2:23][C:24]1[CH:29]=[CH:28][C:27]([C:30]#[N:31])=[CH:26][CH:25]=1)=[O:21])[CH2:17][NH:18][CH3:19])=[O:14])[C@@H:9]([CH2:11][CH3:12])[CH3:10])(=[O:6])=[O:5])[CH2:2][CH3:3].O1CCCC1.[O-:37][C:38]#[N:39].[K+]. The catalyst is O. The product is [CH2:1]([S:4]([NH:7][C@@H:8]([C:13]([NH:15][C@H:16]([C:20]([NH:22][CH2:23][C:24]1[CH:25]=[CH:26][C:27]([C:30]#[N:31])=[CH:28][CH:29]=1)=[O:21])[CH2:17][N:18]([C:38]([NH2:39])=[O:37])[CH3:19])=[O:14])[C@@H:9]([CH2:11][CH3:12])[CH3:10])(=[O:6])=[O:5])[CH2:2][CH3:3]. The yield is 0.870. (10) The reactants are [Si:1]([O:18][CH2:19][CH2:20][N:21]([CH2:52]C)[C:22](=[O:51])[CH2:23][C@@H:24]([NH:33][C:34]1[CH:39]=[CH:38][C:37]([S:40](=[O:43])(=[O:42])[NH2:41])=[CH:36][C:35]=1[S:44]([C:47]([F:50])([F:49])[F:48])(=[O:46])=[O:45])[CH2:25][S:26][C:27]1[CH:32]=[CH:31][CH:30]=[CH:29][CH:28]=1)([C:14]([CH3:17])([CH3:16])[CH3:15])([C:8]1[CH:13]=[CH:12][CH:11]=[CH:10][CH:9]=1)[C:2]1[CH:7]=[CH:6][CH:5]=[CH:4][CH:3]=1.C1(SC[C@H](NC2C=CC(S(=O)(=O)N)=CC=2S(C(F)(F)F)(=O)=O)CC(O)=O)C=CC=CC=1.[Si](OCCNC)(C(C)(C)C)(C1C=CC=CC=1)C1C=CC=CC=1. No catalyst specified. The product is [Si:1]([O:18][CH2:19][CH2:20][N:21]([CH3:52])[C:22](=[O:51])[CH2:23][C@@H:24]([NH:33][C:34]1[CH:39]=[CH:38][C:37]([S:40](=[O:42])(=[O:43])[NH2:41])=[CH:36][C:35]=1[S:44]([C:47]([F:50])([F:48])[F:49])(=[O:46])=[O:45])[CH2:25][S:26][C:27]1[CH:32]=[CH:31][CH:30]=[CH:29][CH:28]=1)([C:14]([CH3:15])([CH3:16])[CH3:17])([C:2]1[CH:3]=[CH:4][CH:5]=[CH:6][CH:7]=1)[C:8]1[CH:13]=[CH:12][CH:11]=[CH:10][CH:9]=1. The yield is 0.930.